From a dataset of Full USPTO retrosynthesis dataset with 1.9M reactions from patents (1976-2016). Predict the reactants needed to synthesize the given product. (1) Given the product [NH2:7][C@H:8]1[CH2:13][CH2:12][CH2:11][N:10]([CH2:14][C:15]([NH:16][CH2:17][C:18]2[CH:19]=[CH:20][C:21]([Cl:24])=[CH:22][CH:23]=2)=[O:25])[CH2:9]1.[F:30][C:29]([F:32])([F:31])[C:27]([O-:33])=[O:28], predict the reactants needed to synthesize it. The reactants are: C(OC(=O)[NH:7][C@H:8]1[CH2:13][CH2:12][CH2:11][N:10]([CH2:14][C:15](=[O:25])[NH:16][CH2:17][C:18]2[CH:23]=[CH:22][C:21]([Cl:24])=[CH:20][CH:19]=2)[CH2:9]1)(C)(C)C.[C:27]([OH:33])([C:29]([F:32])([F:31])[F:30])=[O:28]. (2) Given the product [ClH:1].[CH3:16][O:15][CH2:14][CH2:13][N:10]1[CH2:9][CH2:8][CH:7]([C:5]([OH:6])=[O:4])[CH2:12][CH2:11]1, predict the reactants needed to synthesize it. The reactants are: [ClH:1].C([O:4][C:5]([CH:7]1[CH2:12][CH2:11][N:10]([CH2:13][CH2:14][O:15][CH3:16])[CH2:9][CH2:8]1)=[O:6])C. (3) Given the product [F:1][C:2]1[CH:7]=[C:6]([F:8])[CH:5]=[CH:4][C:3]=1[N:9]1[CH2:14][CH2:13][N:12]([S:15]([C:18]2[CH:23]=[CH:22][C:21]([C:24]([OH:26])([CH3:25])[C:32]([F:35])([F:34])[F:33])=[CH:20][CH:19]=2)(=[O:17])=[O:16])[C@H:11]([CH3:27])[CH2:10]1, predict the reactants needed to synthesize it. The reactants are: [F:1][C:2]1[CH:7]=[C:6]([F:8])[CH:5]=[CH:4][C:3]=1[N:9]1[CH2:14][CH2:13][N:12]([S:15]([C:18]2[CH:23]=[CH:22][C:21]([C:24](=[O:26])[CH3:25])=[CH:20][CH:19]=2)(=[O:17])=[O:16])[C@H:11]([CH3:27])[CH2:10]1.[Si]([C:32]([F:35])([F:34])[F:33])(C)(C)C.CCCC[N+](CCCC)(CCCC)CCCC.[F-].